This data is from CYP3A4 inhibition data for predicting drug metabolism from PubChem BioAssay. The task is: Regression/Classification. Given a drug SMILES string, predict its absorption, distribution, metabolism, or excretion properties. Task type varies by dataset: regression for continuous measurements (e.g., permeability, clearance, half-life) or binary classification for categorical outcomes (e.g., BBB penetration, CYP inhibition). Dataset: cyp3a4_veith. The drug is c1cncc(C2=NCCC2)c1. The result is 0 (non-inhibitor).